The task is: Predict which catalyst facilitates the given reaction.. This data is from Catalyst prediction with 721,799 reactions and 888 catalyst types from USPTO. (1) The catalyst class is: 18. Reactant: [F:1][C:2]1[CH:26]=[CH:25][CH:24]=[C:23]([F:27])[C:3]=1[C:4]([NH:6][C:7]1[CH:12]=[CH:11][C:10]([C:13]2[C:18]([CH3:19])=[CH:17][CH:16]=[C:15]([C:20](O)=[O:21])[CH:14]=2)=[CH:9][CH:8]=1)=[O:5].[CH2:28]([O:30][CH:31]([O:34][CH2:35][CH3:36])[CH2:32][NH2:33])[CH3:29].CN(C)CCCN=C=NCC. Product: [CH2:28]([O:30][CH:31]([O:34][CH2:35][CH3:36])[CH2:32][NH:33][C:20]([C:15]1[CH:14]=[C:13]([C:10]2[CH:11]=[CH:12][C:7]([NH:6][C:4](=[O:5])[C:3]3[C:2]([F:1])=[CH:26][CH:25]=[CH:24][C:23]=3[F:27])=[CH:8][CH:9]=2)[C:18]([CH3:19])=[CH:17][CH:16]=1)=[O:21])[CH3:29]. (2) Reactant: [S:1]=[C:2]1[N:6]2[C:7]([C:14]([F:17])([F:16])[F:15])=[CH:8][CH:9]=[C:10]([C:11]([OH:13])=[O:12])[C:5]2=[N:4][NH:3]1.[CH2:18](I)[CH3:19]. Product: [CH2:18]([S:1][C:2]1[N:6]2[C:7]([C:14]([F:16])([F:17])[F:15])=[CH:8][CH:9]=[C:10]([C:11]([OH:13])=[O:12])[C:5]2=[N:4][N:3]=1)[CH3:19]. The catalyst class is: 9. (3) Reactant: C(OC([N:8]1[CH2:13][CH2:12][NH:11][C:10]([CH3:15])([CH3:14])[CH2:9]1)=O)(C)(C)C.[CH:16]([S:18]([CH3:21])(=[O:20])=[O:19])=[CH2:17]. Product: [CH3:21][S:18]([CH2:16][CH2:17][N:11]1[CH2:12][CH2:13][NH:8][CH2:9][C:10]1([CH3:14])[CH3:15])(=[O:20])=[O:19]. The catalyst class is: 5. (4) Reactant: Cl.[NH:2]1[CH2:5][CH:4]([C:6]2[CH:7]=[C:8]([N:12]3[C:20]([CH3:22])([CH3:21])[C:19]4[C:14](=[CH:15][CH:16]=[C:17]([Cl:23])[CH:18]=4)[C:13]3=[O:24])[CH:9]=[N:10][CH:11]=2)[CH2:3]1.[C:25](Cl)([CH3:27])=[O:26]. Product: [C:25]([N:2]1[CH2:5][CH:4]([C:6]2[CH:7]=[C:8]([N:12]3[C:20]([CH3:22])([CH3:21])[C:19]4[C:14](=[CH:15][CH:16]=[C:17]([Cl:23])[CH:18]=4)[C:13]3=[O:24])[CH:9]=[N:10][CH:11]=2)[CH2:3]1)(=[O:26])[CH3:27]. The catalyst class is: 2. (5) Reactant: [NH2:1][C:2]1[CH:7]=[N:6][CH:5]=[CH:4][N:3]=1.C[Al](C)C.[C:12]([O:16][C:17]([NH:19][CH:20]([CH3:24])[C:21](O)=[O:22])=[O:18])([CH3:15])([CH3:14])[CH3:13]. Product: [C:12]([O:16][C:17](=[O:18])[NH:19][CH:20]([CH3:24])[C:21](=[O:22])[NH:1][C:2]1[CH:7]=[N:6][CH:5]=[CH:4][N:3]=1)([CH3:15])([CH3:13])[CH3:14]. The catalyst class is: 182. (6) Reactant: [Cl:1][C:2]1[CH:13]=[CH:12][C:5]([CH2:6][CH:7]([C:10]#[N:11])[C:8]#[N:9])=[CH:4][CH:3]=1.[H-].[Na+].[Cl:16][C:17]([Cl:21])=[CH:18][CH2:19]Cl. Product: [Cl:1][C:2]1[CH:3]=[CH:4][C:5]([CH2:6][C:7]([CH2:19][CH:18]=[C:17]([Cl:21])[Cl:16])([C:8]#[N:9])[C:10]#[N:11])=[CH:12][CH:13]=1. The catalyst class is: 9.